This data is from Full USPTO retrosynthesis dataset with 1.9M reactions from patents (1976-2016). The task is: Predict the reactants needed to synthesize the given product. (1) Given the product [Cl:25][C:20]1[CH:21]=[CH:22][CH:23]=[CH:24][C:19]=1[N:18]1[C:14]([C:12]2[N:13]=[C:6]3[C:5]4[CH:30]=[CH:31][C:2]([C:36]5[CH:37]=[CH:38][C:33]([Cl:32])=[CH:34][CH:35]=5)=[CH:3][C:4]=4[O:10][CH2:9][CH2:8][N:7]3[CH:11]=2)=[N:15][C:16]([NH:26][C:27](=[O:29])[OH:28])=[N:17]1, predict the reactants needed to synthesize it. The reactants are: Br[C:2]1[CH:31]=[CH:30][C:5]2[C:6]3[N:7]([CH:11]=[C:12]([C:14]4[N:18]([C:19]5[CH:24]=[CH:23][CH:22]=[CH:21][C:20]=5[Cl:25])[N:17]=[C:16]([NH:26][C:27](=[O:29])[OH:28])[N:15]=4)[N:13]=3)[CH2:8][CH2:9][O:10][C:4]=2[CH:3]=1.[Cl:32][C:33]1[CH:38]=[CH:37][C:36](B(O)O)=[CH:35][CH:34]=1.C([O-])([O-])=O.[Cs+].[Cs+]. (2) Given the product [CH3:1][C:2](=[CH:4][CH2:5][CH2:6][CH:7]([CH2:9][CH:10]=[O:11])[CH3:8])[CH3:3], predict the reactants needed to synthesize it. The reactants are: [CH3:1][C:2](=[CH:4][CH2:5][CH2:6][C:7](=[CH:9][CH:10]=[O:11])[CH3:8])[CH3:3].FC(F)(F)C(O)=O.[H][H]. (3) Given the product [CH3:22][S:23]([C:26]1[CH:31]=[CH:30][C:29]([CH2:32][C:33]([NH:1][N:2]2[N:11]=[C:10]([S:12]([C:15]3[CH:16]=[CH:17][CH:18]=[CH:19][CH:20]=3)(=[O:14])=[O:13])[C:9]3[C:4](=[CH:5][CH:6]=[CH:7][CH:8]=3)[C:3]2=[O:21])=[O:34])=[CH:28][CH:27]=1)(=[O:24])=[O:25], predict the reactants needed to synthesize it. The reactants are: [NH2:1][N:2]1[N:11]=[C:10]([S:12]([C:15]2[CH:20]=[CH:19][CH:18]=[CH:17][CH:16]=2)(=[O:14])=[O:13])[C:9]2[C:4](=[CH:5][CH:6]=[CH:7][CH:8]=2)[C:3]1=[O:21].[CH3:22][S:23]([C:26]1[CH:31]=[CH:30][C:29]([CH2:32][C:33](O)=[O:34])=[CH:28][CH:27]=1)(=[O:25])=[O:24]. (4) Given the product [C:1]([O:5][C:6]([C:8]1[C:13]([CH3:14])=[CH:12][C:11]([C:29]#[N:30])=[CH:10][N:9]=1)=[O:7])([CH3:4])([CH3:3])[CH3:2], predict the reactants needed to synthesize it. The reactants are: [C:1]([O:5][C:6]([C:8]1[C:13]([CH3:14])=[CH:12][C:11](Br)=[CH:10][N:9]=1)=[O:7])([CH3:4])([CH3:3])[CH3:2].C(P(C(C)(C)C)C(C)(C)C)(C)(C)C.[CH3:29][N:30](C=O)C. (5) Given the product [CH2:18]([O:17][CH2:16][CH2:15][O:14][CH2:13][CH2:12][NH:21][C:22]1[CH:27]=[CH:26][CH:25]=[CH:24][CH:23]=1)[C:19]#[CH:20], predict the reactants needed to synthesize it. The reactants are: CC1C=CC(S(O[CH2:12][CH2:13][O:14][CH2:15][CH2:16][O:17][CH2:18][C:19]#[CH:20])(=O)=O)=CC=1.[NH2:21][C:22]1[CH:27]=[CH:26][CH:25]=[CH:24][CH:23]=1. (6) Given the product [CH2:50]([O:1][CH2:2][C:3]1[C:7]2[CH:8]=[N:9][C:10]([NH:12][C:13]([NH:15][C@@H:16]([C:18]3[CH:23]=[CH:22][CH:21]=[CH:20][CH:19]=3)[CH3:17])=[O:14])=[CH:11][C:6]=2[N:5]([C:24]([C:37]2[CH:42]=[CH:41][CH:40]=[CH:39][CH:38]=2)([C:25]2[CH:26]=[CH:27][CH:28]=[CH:29][CH:30]=2)[C:31]2[CH:32]=[CH:33][CH:34]=[CH:35][CH:36]=2)[N:4]=1)[CH3:51], predict the reactants needed to synthesize it. The reactants are: [OH:1][CH2:2][C:3]1[C:7]2[CH:8]=[N:9][C:10]([NH:12][C:13]([NH:15][C@@H:16]([C:18]3[CH:23]=[CH:22][CH:21]=[CH:20][CH:19]=3)[CH3:17])=[O:14])=[CH:11][C:6]=2[N:5]([C:24]([C:37]2[CH:42]=[CH:41][CH:40]=[CH:39][CH:38]=2)([C:31]2[CH:36]=[CH:35][CH:34]=[CH:33][CH:32]=2)[C:25]2[CH:30]=[CH:29][CH:28]=[CH:27][CH:26]=2)[N:4]=1.C(=O)([O-])[O-].[Cs+].[Cs+].I[CH2:50][CH3:51].O. (7) Given the product [CH3:26][C:27]1[CH:32]=[C:31]([CH3:33])[N:30]=[C:29]([N:34]2[CH2:35][CH2:36][N:37]([CH2:12][CH2:13][CH2:14][CH2:15][C:16]3[C:24]4[C:19](=[CH:20][CH:21]=[C:22]([F:25])[CH:23]=4)[NH:18][CH:17]=3)[CH2:38][CH2:39]2)[N:28]=1, predict the reactants needed to synthesize it. The reactants are: CC1C=CC(S(O[CH2:12][CH2:13][CH2:14][CH2:15][C:16]2[C:24]3[C:19](=[CH:20][CH:21]=[C:22]([F:25])[CH:23]=3)[NH:18][CH:17]=2)(=O)=O)=CC=1.[CH3:26][C:27]1[CH:32]=[C:31]([CH3:33])[N:30]=[C:29]([N:34]2[CH2:39][CH2:38][NH:37][CH2:36][CH2:35]2)[N:28]=1.C(=O)([O-])[O-].[K+].[K+].[I-].[K+].